The task is: Predict the reactants needed to synthesize the given product.. This data is from Full USPTO retrosynthesis dataset with 1.9M reactions from patents (1976-2016). (1) Given the product [CH2:1]([O:3][C:4]([C:6]1[CH:10]=[C:9]([CH3:11])[N:8]([O:13][CH2:28][CH2:27][CH2:26][O:25][Si:18]([C:21]([CH3:24])([CH3:23])[CH3:22])([CH3:20])[CH3:19])[N:7]=1)=[O:5])[CH3:2], predict the reactants needed to synthesize it. The reactants are: [CH2:1]([O:3][C:4]([C:6]1[CH:10]=[C:9]([CH3:11])[NH:8][N:7]=1)=[O:5])[CH3:2].C(=O)([O-])[O-:13].[K+].[K+].[Si:18]([O:25][CH2:26][CH2:27][CH2:28]Br)([C:21]([CH3:24])([CH3:23])[CH3:22])([CH3:20])[CH3:19]. (2) Given the product [Si:1]([O:8][C@@H:9]([C:25]1[CH:30]=[CH:29][CH:28]=[CH:27][C:26]=1[C:31]1[CH:36]=[CH:35][C:34]([Cl:37])=[CH:33][CH:32]=1)[CH:10]1[CH2:15][CH2:14][N:13]([C:16]2[CH:24]=[CH:23][C:19]([C:20]([NH:84][S:81]([C:78]3[CH:79]=[CH:80][C:75]([NH:74][C@H:65]([CH2:64][CH2:63][N:62]4[CH2:61][CH2:60][O:59][CH2:58][C@H:57]4[CH2:56][O:55][Si:38]([C:51]([CH3:52])([CH3:53])[CH3:54])([C:45]4[CH:46]=[CH:47][CH:48]=[CH:49][CH:50]=4)[C:39]4[CH:44]=[CH:43][CH:42]=[CH:41][CH:40]=4)[CH2:66][S:67][C:68]4[CH:73]=[CH:72][CH:71]=[CH:70][CH:69]=4)=[C:76]([S:85]([C:88]([F:89])([F:90])[F:91])(=[O:86])=[O:87])[CH:77]=3)(=[O:83])=[O:82])=[O:21])=[CH:18][CH:17]=2)[CH2:12][CH2:11]1)([C:4]([CH3:7])([CH3:6])[CH3:5])([CH3:3])[CH3:2], predict the reactants needed to synthesize it. The reactants are: [Si:1]([O:8][C@@H:9]([C:25]1[CH:30]=[CH:29][CH:28]=[CH:27][C:26]=1[C:31]1[CH:36]=[CH:35][C:34]([Cl:37])=[CH:33][CH:32]=1)[CH:10]1[CH2:15][CH2:14][N:13]([C:16]2[CH:24]=[CH:23][C:19]([C:20](O)=[O:21])=[CH:18][CH:17]=2)[CH2:12][CH2:11]1)([C:4]([CH3:7])([CH3:6])[CH3:5])([CH3:3])[CH3:2].[Si:38]([O:55][CH2:56][C@H:57]1[N:62]([CH2:63][CH2:64][C@@H:65]([NH:74][C:75]2[CH:80]=[CH:79][C:78]([S:81]([NH2:84])(=[O:83])=[O:82])=[CH:77][C:76]=2[S:85]([C:88]([F:91])([F:90])[F:89])(=[O:87])=[O:86])[CH2:66][S:67][C:68]2[CH:73]=[CH:72][CH:71]=[CH:70][CH:69]=2)[CH2:61][CH2:60][O:59][CH2:58]1)([C:51]([CH3:54])([CH3:53])[CH3:52])([C:45]1[CH:50]=[CH:49][CH:48]=[CH:47][CH:46]=1)[C:39]1[CH:44]=[CH:43][CH:42]=[CH:41][CH:40]=1.C(Cl)CCl. (3) Given the product [Br:8][C:6]1[C:5]([O:9][CH3:10])=[C:4]([C:13]#[C:12][C:14]2[CH:19]=[CH:18][CH:17]=[CH:16][CH:15]=2)[N:3]=[C:2]([NH2:1])[CH:7]=1, predict the reactants needed to synthesize it. The reactants are: [NH2:1][C:2]1[CH:7]=[C:6]([Br:8])[C:5]([O:9][CH3:10])=[C:4](Br)[N:3]=1.[C:12]([C:14]1[CH:19]=[CH:18][CH:17]=[CH:16][CH:15]=1)#[CH:13]. (4) Given the product [CH3:1][C:2]([CH3:7])=[CH:3][C:4]([O:6][CH2:11][CH:10]([CH3:12])[CH2:9][CH3:8])=[O:5], predict the reactants needed to synthesize it. The reactants are: [CH3:1][C:2]([CH3:7])=[CH:3][C:4]([OH:6])=[O:5].[CH3:8][CH2:9][CH:10]([CH2:12]O)[CH3:11].CC1C=CC=CC=1.O. (5) Given the product [CH3:46][NH:47][C:48]([N:26]1[CH2:27][CH2:28][N:23]([C:21]([N:12]2[CH:13]([C:14]3[CH:19]=[CH:18][C:17]([Cl:20])=[CH:16][CH:15]=3)[CH:9]([C:6]3[CH:5]=[CH:4][C:3]([Cl:2])=[CH:8][CH:7]=3)[N:10]=[C:11]2[C:33]2[CH:38]=[CH:37][C:36]([C:39]([F:42])([F:41])[F:40])=[CH:35][C:34]=2[O:43][CH2:44][CH3:45])=[O:22])[CH2:24][CH2:25]1)=[S:49], predict the reactants needed to synthesize it. The reactants are: Cl.[Cl:2][C:3]1[CH:8]=[CH:7][C:6]([CH:9]2[CH:13]([C:14]3[CH:19]=[CH:18][C:17]([Cl:20])=[CH:16][CH:15]=3)[N:12]([C:21]([N:23]3[CH2:28][CH2:27][N:26](CCC#N)[CH2:25][CH2:24]3)=[O:22])[C:11]([C:33]3[CH:38]=[CH:37][C:36]([C:39]([F:42])([F:41])[F:40])=[CH:35][C:34]=3[O:43][CH2:44][CH3:45])=[N:10]2)=[CH:5][CH:4]=1.[CH3:46][N:47]=[C:48]=[S:49]. (6) The reactants are: Br[C:2]1[CH:18]=[CH:17][C:5]2[S:6][C:7]([C:10]3[CH:15]=[CH:14][N:13]=[C:12]([NH2:16])[N:11]=3)=[C:8]([CH3:9])[C:4]=2[CH:3]=1.[C:19]1(B(O)O)[CH:24]=[CH:23][CH:22]=[CH:21][CH:20]=1.C([O-])([O-])=O.[Na+].[Na+].C1COCC1. Given the product [CH3:9][C:8]1[C:4]2[CH:3]=[C:2]([C:19]3[CH:24]=[CH:23][CH:22]=[CH:21][CH:20]=3)[CH:18]=[CH:17][C:5]=2[S:6][C:7]=1[C:10]1[CH:15]=[CH:14][N:13]=[C:12]([NH2:16])[N:11]=1, predict the reactants needed to synthesize it.